Dataset: Forward reaction prediction with 1.9M reactions from USPTO patents (1976-2016). Task: Predict the product of the given reaction. (1) Given the reactants S(Cl)(Cl)=O.CN(C)C=O.O[C:11]1[C:20]2[C:15](=[CH:16][CH:17]=[CH:18][CH:19]=2)[N:14]=[CH:13][C:12]=1[N+:21]([O-:23])=[O:22].C(N(CC)CC)C.[CH2:31]([CH2:33][NH2:34])[OH:32], predict the reaction product. The product is: [N+:21]([C:12]1[CH:13]=[N:14][C:15]2[C:20]([C:11]=1[NH:34][CH2:33][CH2:31][OH:32])=[CH:19][CH:18]=[CH:17][CH:16]=2)([O-:23])=[O:22]. (2) Given the reactants [CH3:1][O:2][C:3](=[O:16])[CH2:4][CH2:5][N:6]1[C:10]2[CH:11]=[CH:12][CH:13]=[CH:14][C:9]=2[NH:8][C:7]1=[O:15].[C:17]([Si:21]([CH3:36])([CH3:35])[O:22][C:23]1[CH:24]=[C:25]2[C:30](=[CH:31][CH:32]=1)[C:29]([CH2:33]O)=[CH:28][CH:27]=[CH:26]2)([CH3:20])([CH3:19])[CH3:18].C1(P(C2C=CC=CC=2)C2C=CC=CC=2)C=CC=CC=1.CC(OC(/N=N/C(OC(C)C)=O)=O)C, predict the reaction product. The product is: [CH3:1][O:2][C:3](=[O:16])[CH2:4][CH2:5][N:6]1[C:10]2[CH:11]=[CH:12][CH:13]=[CH:14][C:9]=2[N:8]([CH2:33][C:29]2[C:30]3[C:25](=[CH:24][C:23]([O:22][Si:21]([C:17]([CH3:20])([CH3:19])[CH3:18])([CH3:36])[CH3:35])=[CH:32][CH:31]=3)[CH:26]=[CH:27][CH:28]=2)[C:7]1=[O:15]. (3) Given the reactants [CH3:1][O:2][C:3]([CH2:5]P(OC)(OC)=O)=[O:4].[H-].[Na+].[F:14][C:15]1[CH:20]=[CH:19][C:18]([C:21]2[N:29]3[C:24]([CH:25]=[C:26]([CH2:30][N:31]4[CH:35]=[C:34]([C:36]([OH:43])([C:39]([F:42])([F:41])[F:40])[CH2:37][CH3:38])[N:33]=[N:32]4)[CH:27]=[CH:28]3)=[CH:23][C:22]=2[CH:44]=O)=[CH:17][CH:16]=1, predict the reaction product. The product is: [CH3:1][O:2][C:3](=[O:4])/[CH:5]=[CH:44]/[C:22]1[CH:23]=[C:24]2[N:29]([C:21]=1[C:18]1[CH:19]=[CH:20][C:15]([F:14])=[CH:16][CH:17]=1)[CH:28]=[CH:27][C:26]([CH2:30][N:31]1[CH:35]=[C:34]([C:36]([OH:43])([C:39]([F:40])([F:41])[F:42])[CH2:37][CH3:38])[N:33]=[N:32]1)=[CH:25]2.